The task is: Predict which catalyst facilitates the given reaction.. This data is from Catalyst prediction with 721,799 reactions and 888 catalyst types from USPTO. (1) Reactant: O=P12OP3(OP(OP(O3)(O1)=O)(=O)O2)=O.Cl.C(N(CC)CC)C.[Cl:23][C:24]1[CH:30]=[CH:29][C:27]([NH2:28])=[CH:26][CH:25]=1.[N:31]1[CH:36]=[CH:35][C:34]([CH2:37][C:38]2[C:47]3[C:42](=[CH:43][CH:44]=[CH:45][CH:46]=3)[C:41](=O)[NH:40][N:39]=2)=[CH:33][CH:32]=1.CN(C)C(=O)N(C)C.N. Product: [Cl:23][C:24]1[CH:30]=[CH:29][C:27]([NH:28][C:41]2[C:42]3[C:47](=[CH:46][CH:45]=[CH:44][CH:43]=3)[C:38]([CH2:37][C:34]3[CH:35]=[CH:36][N:31]=[CH:32][CH:33]=3)=[N:39][N:40]=2)=[CH:26][CH:25]=1. The catalyst class is: 316. (2) Reactant: Cl.[O:2]=[C:3]([N:21]1[CH2:26][CH2:25][NH:24][CH2:23][CH2:22]1)[CH2:4][NH:5][C:6](=[O:20])[C:7]1[CH:12]=[CH:11][C:10]([O:13][C:14]2[CH:19]=[CH:18][CH:17]=[CH:16][CH:15]=2)=[CH:9][CH:8]=1.[C:27]1([S:33](Cl)(=[O:35])=[O:34])[CH:32]=[CH:31][CH:30]=[CH:29][CH:28]=1.O. Product: [C:27]1([S:33]([N:24]2[CH2:23][CH2:22][N:21]([C:3](=[O:2])[CH2:4][NH:5][C:6](=[O:20])[C:7]3[CH:8]=[CH:9][C:10]([O:13][C:14]4[CH:19]=[CH:18][CH:17]=[CH:16][CH:15]=4)=[CH:11][CH:12]=3)[CH2:26][CH2:25]2)(=[O:35])=[O:34])[CH:32]=[CH:31][CH:30]=[CH:29][CH:28]=1. The catalyst class is: 2. (3) Reactant: [F:1][C:2]1[CH:10]=[CH:9][C:5](/[CH:6]=[N:7]\[OH:8])=[CH:4][CH:3]=1.[Cl:11]N1C(=O)CCC1=O. Product: [OH:8]/[N:7]=[C:6](\[Cl:11])/[C:5]1[CH:9]=[CH:10][C:2]([F:1])=[CH:3][CH:4]=1. The catalyst class is: 3. (4) Reactant: [OH:1][CH:2]([CH2:6][CH2:7][S:8][CH3:9])[C:3]([OH:5])=[O:4].[CH2:10]([OH:24])[CH2:11][CH2:12][CH2:13][CH2:14][CH2:15][CH2:16][CH2:17][CH2:18][CH2:19][CH2:20][CH2:21][CH2:22][CH3:23].C1(C)C=C[C:28]([S:31](O)(=O)=O)=CC=1.[OH2:36].[C:37]1(C)C=C[CH:40]=[CH:39][CH:38]=1. Product: [OH:1][CH:2]([CH2:6][CH2:7][S:8][CH3:9])[C:3]([O:5][CH:38]([CH2:39][CH2:40][S:31][CH3:28])[C:37](=[O:36])[O:24][CH2:10][CH2:11][CH2:12][CH2:13][CH2:14][CH2:15][CH2:16][CH2:17][CH2:18][CH2:19][CH2:20][CH2:21][CH2:22][CH3:23])=[O:4]. The catalyst class is: 13. (5) Reactant: [Cl:1][C:2]1[CH:22]=[C:21]([Cl:23])[CH:20]=[CH:19][C:3]=1[O:4][C:5]1[CH:6]=[C:7]([NH:11][S:12]([C:15]([F:18])([F:17])[F:16])(=[O:14])=[O:13])[CH:8]=[CH:9][CH:10]=1.[CH2:24]([O:26][CH2:27]Cl)[CH3:25].C(=O)([O-])[O-].[K+].[K+]. Product: [CH2:24]([O:26][CH2:27][N:11]([C:7]1[CH:8]=[CH:9][CH:10]=[C:5]([O:4][C:3]2[CH:19]=[CH:20][C:21]([Cl:23])=[CH:22][C:2]=2[Cl:1])[CH:6]=1)[S:12]([C:15]([F:17])([F:18])[F:16])(=[O:13])=[O:14])[CH3:25]. The catalyst class is: 21.